This data is from Full USPTO retrosynthesis dataset with 1.9M reactions from patents (1976-2016). The task is: Predict the reactants needed to synthesize the given product. (1) Given the product [CH:27]([N:23]1[CH2:24][CH2:25][CH2:26][N:20]([C:18]([C:13]2[CH:14]=[C:15]3[C:10](=[CH:11][CH:12]=2)[CH2:9][NH:8][CH2:17][CH2:16]3)=[O:19])[CH2:21][CH2:22]1)([CH3:29])[CH3:28], predict the reactants needed to synthesize it. The reactants are: C(OC([N:8]1[CH2:17][CH2:16][C:15]2[C:10](=[CH:11][CH:12]=[C:13]([C:18]([N:20]3[CH2:26][CH2:25][CH2:24][N:23]([CH:27]([CH3:29])[CH3:28])[CH2:22][CH2:21]3)=[O:19])[CH:14]=2)[CH2:9]1)=O)(C)(C)C.C(O)(C(F)(F)F)=O. (2) The reactants are: [N+:1]([C:4]1[CH:13]=[CH:12][CH:11]=[C:10]2[C:5]=1[CH:6]=[CH:7][C:8](Cl)=[N:9]2)([O-])=O.[CH3:15][C:16]1[O:20][C:19]([CH2:21][NH2:22])=[CH:18][CH:17]=1.[F:23][C:24]1[CH:25]=[C:26]([S:30](Cl)(=[O:32])=[O:31])[CH:27]=[CH:28][CH:29]=1. Given the product [F:23][C:24]1[CH:25]=[C:26]([S:30]([NH:1][C:4]2[CH:13]=[CH:12][CH:11]=[C:10]3[C:5]=2[CH:6]=[CH:7][C:8]([NH:22][CH2:21][C:19]2[O:20][C:16]([CH3:15])=[CH:17][CH:18]=2)=[N:9]3)(=[O:32])=[O:31])[CH:27]=[CH:28][CH:29]=1, predict the reactants needed to synthesize it. (3) Given the product [CH3:1][N:2]1[C:6]2[CH:7]=[C:8]([O:11][C:12]3[CH:13]=[N:14][CH:15]=[CH:16][CH:17]=3)[CH:9]=[CH:10][C:5]=2[N:4]=[C:3]1[CH2:18][O:19][C:21]1[CH:22]=[C:23]([CH:28]=[CH:29][CH:30]=1)[C:24]([O:26][CH3:27])=[O:25], predict the reactants needed to synthesize it. The reactants are: [CH3:1][N:2]1[C:6]2[CH:7]=[C:8]([O:11][C:12]3[CH:13]=[N:14][CH:15]=[CH:16][CH:17]=3)[CH:9]=[CH:10][C:5]=2[N:4]=[C:3]1[CH2:18][OH:19].O[C:21]1[CH:22]=[C:23]([CH:28]=[CH:29][CH:30]=1)[C:24]([O:26][CH3:27])=[O:25].N(C(N1CCCCC1)=O)=NC(N1CCCCC1)=O. (4) Given the product [Br:1][C:2]1[C:7]2[N:8]=[C:9]([S:11][CH3:12])[S:10][C:6]=2[CH:5]=[C:4]([CH2:13][NH2:14])[CH:3]=1, predict the reactants needed to synthesize it. The reactants are: [Br:1][C:2]1[C:7]2[N:8]=[C:9]([S:11][CH3:12])[S:10][C:6]=2[CH:5]=[C:4]([C:13]#[N:14])[CH:3]=1.FC1C(C#N)=CC2SC(SC)=NC=2C=1. (5) Given the product [C:1]([O:5][C:6]([N:8]1[CH2:12][CH2:11][CH2:10][CH:9]1[C:13]#[CH:14])=[O:7])([CH3:4])([CH3:3])[CH3:2], predict the reactants needed to synthesize it. The reactants are: [C:1]([O:5][C:6]([N:8]1[CH2:12][CH2:11][CH2:10][CH:9]1[CH:13]=[C:14](Br)Br)=[O:7])([CH3:4])([CH3:3])[CH3:2].[Li]CCCC.